From a dataset of Merck oncology drug combination screen with 23,052 pairs across 39 cell lines. Regression. Given two drug SMILES strings and cell line genomic features, predict the synergy score measuring deviation from expected non-interaction effect. (1) Drug 1: CCC1(O)CC2CN(CCc3c([nH]c4ccccc34)C(C(=O)OC)(c3cc4c(cc3OC)N(C)C3C(O)(C(=O)OC)C(OC(C)=O)C5(CC)C=CCN6CCC43C65)C2)C1. Drug 2: COC1=C2CC(C)CC(OC)C(O)C(C)C=C(C)C(OC(N)=O)C(OC)C=CC=C(C)C(=O)NC(=CC1=O)C2=O. Cell line: DLD1. Synergy scores: synergy=-16.2. (2) Cell line: KPL1. Drug 2: C#Cc1cccc(Nc2ncnc3cc(OCCOC)c(OCCOC)cc23)c1. Synergy scores: synergy=-3.02. Drug 1: O=c1[nH]cc(F)c(=O)[nH]1. (3) Synergy scores: synergy=12.1. Drug 1: N.N.O=C(O)C1(C(=O)O)CCC1.[Pt]. Drug 2: NC1(c2ccc(-c3nc4ccn5c(=O)[nH]nc5c4cc3-c3ccccc3)cc2)CCC1. Cell line: NCIH1650.